The task is: Predict the product of the given reaction.. This data is from Forward reaction prediction with 1.9M reactions from USPTO patents (1976-2016). (1) Given the reactants [F:1][C:2]1[C:7]([F:8])=[CH:6][CH:5]=[CH:4][C:3]=1[C@@H:9]1[CH2:19][CH2:18][C@H:17](O)[C:12]2=[N:13][CH:14]=[CH:15][N:16]=[C:11]2[C@H:10]1[NH:21][C:22](=[O:28])[O:23][C:24]([CH3:27])([CH3:26])[CH3:25].[C:29]1(=[O:39])[C:37]2[C:32](=[CH:33][CH:34]=[CH:35][CH:36]=2)[C:31](=[O:38])[NH:30]1.C1(P(C2C=CC=CC=2)C2C=CC=CC=2)C=CC=CC=1.CC(OC(/N=N/C(OC(C)C)=O)=O)C, predict the reaction product. The product is: [F:1][C:2]1[C:7]([F:8])=[CH:6][CH:5]=[CH:4][C:3]=1[C@@H:9]1[CH2:19][CH2:18][C@@H:17]([N:30]2[C:31](=[O:38])[C:32]3[C:37](=[CH:36][CH:35]=[CH:34][CH:33]=3)[C:29]2=[O:39])[C:12]2=[N:13][CH:14]=[CH:15][N:16]=[C:11]2[C@H:10]1[NH:21][C:22](=[O:28])[O:23][C:24]([CH3:26])([CH3:27])[CH3:25]. (2) Given the reactants [F:1][C:2]1[CH:10]=[CH:9][C:5]([C:6](O)=[O:7])=[C:4]([N+:11]([O-:13])=[O:12])[CH:3]=1.Cl.[CH3:15][NH:16][O:17][CH3:18].CN1CCOCC1.Cl.C(N=C=NCCCN(C)C)C, predict the reaction product. The product is: [CH3:18][O:17][N:16]([CH3:15])[C:6](=[O:7])[C:5]1[CH:9]=[CH:10][C:2]([F:1])=[CH:3][C:4]=1[N+:11]([O-:13])=[O:12]. (3) Given the reactants [NH2:1][C:2]1[CH:30]=[CH:29][C:5]([O:6][C:7]2[C:16]3[C:11](=[CH:12][C:13]([O:19][CH2:20][C@H:21]([OH:28])[CH2:22][N:23]([CH2:26][CH3:27])[CH2:24][CH3:25])=[C:14]([C:17]#[N:18])[CH:15]=3)[N:10]=[CH:9][CH:8]=2)=[CH:4][CH:3]=1.C1([O:37][C:38](=O)[NH:39][C:40]2[S:41][CH:42]=[CH:43][N:44]=2)C=CC=CC=1.O.C(OCC)(=O)C.O1CCCC1, predict the reaction product. The product is: [C:17]([C:14]1[CH:15]=[C:16]2[C:11](=[CH:12][C:13]=1[O:19][CH2:20][C@H:21]([OH:28])[CH2:22][N:23]([CH2:26][CH3:27])[CH2:24][CH3:25])[N:10]=[CH:9][CH:8]=[C:7]2[O:6][C:5]1[CH:4]=[CH:3][C:2]([NH:1][C:38]([NH:39][C:40]2[S:41][CH:42]=[CH:43][N:44]=2)=[O:37])=[CH:30][CH:29]=1)#[N:18]. (4) Given the reactants [F:1][C:2]([F:11])([F:10])[C:3]1[C:4]([NH2:9])=[N:5][CH:6]=[CH:7][CH:8]=1.Br[CH2:13][C:14](=O)[C:15]([CH3:18])([CH3:17])[CH3:16].C(=O)(O)[O-].[Na+], predict the reaction product. The product is: [C:15]([C:14]1[N:9]=[C:4]2[C:3]([C:2]([F:1])([F:10])[F:11])=[CH:8][CH:7]=[CH:6][N:5]2[CH:13]=1)([CH3:18])([CH3:17])[CH3:16]. (5) The product is: [Si:38]([O:45][C@H:46]1[CH2:50][C@H:49]([N:51]2[C:55]3[N:56]=[CH:57][N:58]=[C:59]([NH:60][C@@H:61]4[C:69]5[C:64](=[CH:65][CH:66]=[CH:67][CH:68]=5)[CH2:63][CH2:62]4)[C:54]=3[CH:53]=[CH:52]2)[CH2:48][C@H:47]1/[CH:70]=[CH:11]/[S:8]([NH:7][C:6](=[O:26])[O:5][C:1]([CH3:3])([CH3:2])[CH3:4])(=[O:10])=[O:9])([C:41]([CH3:44])([CH3:42])[CH3:43])([CH3:39])[CH3:40]. Given the reactants [C:1]([O:5][C:6](=[O:26])[NH:7][S:8]([CH2:11]P(C1C=CC=CC=1)(C1C=CC=CC=1)=O)(=[O:10])=[O:9])([CH3:4])([CH3:3])[CH3:2].C([Li])CCC.CCCCCC.[Si:38]([O:45][C@H:46]1[CH2:50][C@H:49]([N:51]2[C:55]3[N:56]=[CH:57][N:58]=[C:59]([NH:60][C@@H:61]4[C:69]5[C:64](=[CH:65][CH:66]=[CH:67][CH:68]=5)[CH2:63][CH2:62]4)[C:54]=3[CH:53]=[CH:52]2)[CH2:48][C@H:47]1[CH:70]=O)([C:41]([CH3:44])([CH3:43])[CH3:42])([CH3:40])[CH3:39], predict the reaction product. (6) Given the reactants [NH2:1][C:2]1[N:3]=[C:4]([NH:19][C:20]2[CH:25]=[CH:24][C:23]([N:26]3[CH2:31][CH2:30][N:29]([CH3:32])[CH2:28][CH2:27]3)=[CH:22][CH:21]=2)[S:5][C:6]=1[C:7]([C:9]1[CH:14]=[CH:13][C:12](Cl)=[C:11]([N+:16]([O-:18])=[O:17])[CH:10]=1)=[O:8].[NH:33]1[CH2:37][CH2:36][CH2:35][CH2:34]1, predict the reaction product. The product is: [NH2:1][C:2]1[N:3]=[C:4]([NH:19][C:20]2[CH:25]=[CH:24][C:23]([N:26]3[CH2:31][CH2:30][N:29]([CH3:32])[CH2:28][CH2:27]3)=[CH:22][CH:21]=2)[S:5][C:6]=1[C:7]([C:9]1[CH:14]=[CH:13][C:12]([N:33]2[CH2:37][CH2:36][CH2:35][CH2:34]2)=[C:11]([N+:16]([O-:18])=[O:17])[CH:10]=1)=[O:8]. (7) Given the reactants [NH2:1][C@H:2]([CH2:17][NH:18][C:19](=[O:34])[CH2:20][CH:21]([C:28]1[CH:33]=[CH:32][CH:31]=[CH:30][CH:29]=1)[C:22]1[CH:27]=[CH:26][CH:25]=[CH:24][CH:23]=1)[CH2:3][CH2:4][CH2:5][NH:6]C(=O)OCC1C=CC=CC=1, predict the reaction product. The product is: [NH2:1][C@@H:2]([CH2:3][CH2:4][CH2:5][NH2:6])[CH2:17][NH:18][C:19](=[O:34])[CH2:20][CH:21]([C:22]1[CH:23]=[CH:24][CH:25]=[CH:26][CH:27]=1)[C:28]1[CH:33]=[CH:32][CH:31]=[CH:30][CH:29]=1. (8) Given the reactants F[C:2]1[CH:9]=[C:8]([F:10])[CH:7]=[CH:6][C:3]=1[CH:4]=O.[H-].[Na+].[SH:13][CH2:14][C:15]([O:17][CH3:18])=[O:16], predict the reaction product. The product is: [F:10][C:8]1[CH:7]=[CH:6][C:3]2[CH:4]=[C:14]([C:15]([O:17][CH3:18])=[O:16])[S:13][C:2]=2[CH:9]=1. (9) Given the reactants [F:1][C:2]1[CH:9]=[C:8]([F:10])[C:7]([N+:11]([O-])=O)=[CH:6][C:3]=1[C:4]#[N:5], predict the reaction product. The product is: [NH2:11][C:7]1[C:8]([F:10])=[CH:9][C:2]([F:1])=[C:3]([CH:6]=1)[C:4]#[N:5].